Dataset: Forward reaction prediction with 1.9M reactions from USPTO patents (1976-2016). Task: Predict the product of the given reaction. Given the reactants [N:1]1[NH:2][N:3]=[N:4][C:5]=1[CH2:6][CH2:7][CH2:8][CH2:9][N:10]1[C:18](=[O:19])[C:17]2[C:12](=[CH:13][CH:14]=[CH:15][CH:16]=2)[C:11]1=[O:20].C(N(C(C)C)CC)(C)C.[C:30](Cl)([C:43]1[CH:48]=[CH:47][CH:46]=[CH:45][CH:44]=1)([C:37]1[CH:42]=[CH:41][CH:40]=[CH:39][CH:38]=1)[C:31]1[CH:36]=[CH:35][CH:34]=[CH:33][CH:32]=1, predict the reaction product. The product is: [C:30]([N:3]1[N:2]=[N:1][C:5]([CH2:6][CH2:7][CH2:8][CH2:9][N:10]2[C:18](=[O:19])[C:17]3[C:12](=[CH:13][CH:14]=[CH:15][CH:16]=3)[C:11]2=[O:20])=[N:4]1)([C:31]1[CH:36]=[CH:35][CH:34]=[CH:33][CH:32]=1)([C:43]1[CH:44]=[CH:45][CH:46]=[CH:47][CH:48]=1)[C:37]1[CH:38]=[CH:39][CH:40]=[CH:41][CH:42]=1.